The task is: Predict which catalyst facilitates the given reaction.. This data is from Catalyst prediction with 721,799 reactions and 888 catalyst types from USPTO. (1) Reactant: [CH:1]([NH:4]C(C)C)(C)[CH3:2].[Li]CCCC.CN(P(N(C)C)(N(C)C)=O)C.[CH2:24]([O:26][C:27]([CH:29]1[CH2:38][CH2:37][C:32]2([O:36][CH2:35][CH2:34][O:33]2)[CH2:31][CH2:30]1)=[O:28])[CH3:25].BrCC#N. Product: [CH2:24]([O:26][C:27]([C:29]1([CH2:2][C:1]#[N:4])[CH2:38][CH2:37][C:32]2([O:33][CH2:34][CH2:35][O:36]2)[CH2:31][CH2:30]1)=[O:28])[CH3:25]. The catalyst class is: 20. (2) Reactant: C[O:2][C:3](=[O:27])[C:4]1[CH:9]=[CH:8][C:7]([Cl:10])=[C:6]([NH:11][C:12]([C:14]2[C:25](=[O:26])[NH:24][C:17]3[N:18]=[C:19]([S:22][CH3:23])[N:20]=[CH:21][C:16]=3[CH:15]=2)=[O:13])[CH:5]=1.[OH-].[Li+].CO.C1COCC1. Product: [Cl:10][C:7]1[CH:8]=[CH:9][C:4]([C:3]([OH:27])=[O:2])=[CH:5][C:6]=1[NH:11][C:12]([C:14]1[C:25](=[O:26])[NH:24][C:17]2[N:18]=[C:19]([S:22][CH3:23])[N:20]=[CH:21][C:16]=2[CH:15]=1)=[O:13]. The catalyst class is: 6. (3) Reactant: C1(P(C2C=CC=CC=2)C2C=CC=CC=2)C=CC=CC=1.[N+:20]([C:23]1[CH:28]=[C:27]([C:29](=[O:31])[CH3:30])[CH:26]=[CH:25][C:24]=1[C:32]1[CH:37]=[CH:36][C:35]([C:38](=[O:40])[CH3:39])=[CH:34][CH:33]=1)([O-])=O.CCCCCC. Product: [CH:36]1[C:37]2[NH:20][C:23]3[C:24](=[CH:25][CH:26]=[C:27]([C:29](=[O:31])[CH3:30])[CH:28]=3)[C:32]=2[CH:33]=[CH:34][C:35]=1[C:38](=[O:40])[CH3:39]. The catalyst class is: 262. (4) Reactant: C([O:8][CH2:9][C@H:10]([NH:41][C:42](=[O:50])[CH2:43][N:44]1[CH2:49][CH2:48][O:47][CH2:46][CH2:45]1)[C:11]([NH:13][C@@H:14]([CH2:32][C:33]1[CH:38]=[CH:37][C:36]([O:39][CH3:40])=[CH:35][CH:34]=1)[C:15]([NH:17][C@@H:18]([CH2:25][C:26]1[CH:31]=[CH:30][CH:29]=[CH:28][CH:27]=1)[C:19]([C@@:21]1([CH3:24])[CH2:23][O:22]1)=[O:20])=[O:16])=[O:12])C1C=CC=CC=1. Product: [OH:8][CH2:9][C@H:10]([NH:41][C:42](=[O:50])[CH2:43][N:44]1[CH2:45][CH2:46][O:47][CH2:48][CH2:49]1)[C:11]([NH:13][C@@H:14]([CH2:32][C:33]1[CH:34]=[CH:35][C:36]([O:39][CH3:40])=[CH:37][CH:38]=1)[C:15]([NH:17][C@@H:18]([CH2:25][C:26]1[CH:27]=[CH:28][CH:29]=[CH:30][CH:31]=1)[C:19]([C@@:21]1([CH3:24])[CH2:23][O:22]1)=[O:20])=[O:16])=[O:12]. The catalyst class is: 43. (5) Reactant: [N:1]1([C:12]([O:14][C:15]([CH3:18])([CH3:17])[CH3:16])=[O:13])[CH2:6][CH2:5][NH:4][CH:3]([C:7]([O:9][CH2:10][CH3:11])=[O:8])[CH2:2]1.[C:19]([NH:26][CH2:27][CH:28]=O)([O:21][C:22]([CH3:25])([CH3:24])[CH3:23])=[O:20].C(O[BH-](OC(=O)C)OC(=O)C)(=O)C.[Na+]. Product: [CH3:23][C:22]([O:21][C:19]([NH:26][CH2:27][CH2:28][N:4]1[CH2:5][CH2:6][N:1]([C:12]([O:14][C:15]([CH3:17])([CH3:16])[CH3:18])=[O:13])[CH2:2][CH:3]1[C:7]([O:9][CH2:10][CH3:11])=[O:8])=[O:20])([CH3:25])[CH3:24]. The catalyst class is: 68. (6) Reactant: [Br:1][C:2]1[CH:11]=[CH:10][C:9]([NH2:12])=[C:8]2[C:3]=1[CH2:4][CH2:5][N:6]([CH2:13][CH3:14])[CH2:7]2.Cl[C:16](Cl)(Cl)[CH:17]([OH:19])O.Cl.[NH2:23][OH:24].[O-]S([O-])(=O)=O.[Na+].[Na+].[OH-].[Na+]. Product: [Br:1][C:2]1[CH:11]=[CH:10][C:9]([NH:12][C:17](=[O:19])[CH:16]=[N:23][OH:24])=[C:8]2[C:3]=1[CH2:4][CH2:5][N:6]([CH2:13][CH3:14])[CH2:7]2. The catalyst class is: 315. (7) Reactant: I[C:2]1[N:3]=[CH:4][N:5]([C:7]2[CH:12]=[C:11]([C:13]([F:16])([F:15])[F:14])[CH:10]=[C:9]([C:17]3[CH:22]=[CH:21][C:20]([C:23]([F:26])([F:25])[F:24])=[CH:19][CH:18]=3)[N:8]=2)[CH:6]=1.C([Mg]Cl)(C)C.[Li+].[Cl-].[Sn:34](Cl)([CH2:43][CH2:44][CH2:45][CH3:46])([CH2:39][CH2:40][CH2:41][CH3:42])[CH2:35][CH2:36][CH2:37][CH3:38]. Product: [CH2:43]([Sn:34]([CH2:35][CH2:36][CH2:37][CH3:38])([CH2:39][CH2:40][CH2:41][CH3:42])[C:2]1[N:3]=[CH:4][N:5]([C:7]2[CH:12]=[C:11]([C:13]([F:16])([F:15])[F:14])[CH:10]=[C:9]([C:17]3[CH:22]=[CH:21][C:20]([C:23]([F:26])([F:25])[F:24])=[CH:19][CH:18]=3)[N:8]=2)[CH:6]=1)[CH2:44][CH2:45][CH3:46]. The catalyst class is: 1. (8) Reactant: [NH2:1][C:2]1[N:7]=[CH:6][C:5]([C:8]2[CH:9]=[N:10][N:11]([CH:13]3[CH2:18][CH2:17][N:16]([C:19]([O:21][C:22]([CH3:25])([CH3:24])[CH3:23])=[O:20])[CH2:15][CH2:14]3)[CH:12]=2)=[CH:4][C:3]=1[O:26][C@@H:27]([C:29]1[C:34]([Cl:35])=[CH:33][CH:32]=[C:31]([F:36])[C:30]=1[Cl:37])[CH3:28].N1C=CC=CC=1.[C:44](Cl)(=[O:46])[CH3:45]. Product: [C:44]([NH:1][C:2]1[N:7]=[CH:6][C:5]([C:8]2[CH:9]=[N:10][N:11]([CH:13]3[CH2:14][CH2:15][N:16]([C:19]([O:21][C:22]([CH3:24])([CH3:23])[CH3:25])=[O:20])[CH2:17][CH2:18]3)[CH:12]=2)=[CH:4][C:3]=1[O:26][C@@H:27]([C:29]1[C:34]([Cl:35])=[CH:33][CH:32]=[C:31]([F:36])[C:30]=1[Cl:37])[CH3:28])(=[O:46])[CH3:45]. The catalyst class is: 2. (9) Reactant: [CH2:1]([N:3]([CH2:19][CH3:20])[C:4]([C:6]1[CH:14]=[C:13]2[C:9]([C:10]([CH2:15][C@H:16]([NH2:18])[CH3:17])=[CH:11][NH:12]2)=[CH:8][CH:7]=1)=[O:5])[CH3:2].[Cl:21][C:22]1[CH:23]=[C:24]([CH:28]=[CH:29][CH:30]=1)[C@H:25]1[O:27][CH2:26]1. Product: [CH2:19]([N:3]([CH2:1][CH3:2])[C:4]([C:6]1[CH:14]=[C:13]2[C:9]([C:10]([CH2:15][C@H:16]([NH:18][CH2:26][C@@H:25]([C:24]3[CH:28]=[CH:29][CH:30]=[C:22]([Cl:21])[CH:23]=3)[OH:27])[CH3:17])=[CH:11][NH:12]2)=[CH:8][CH:7]=1)=[O:5])[CH3:20]. The catalyst class is: 10. (10) Reactant: [CH3:1][O:2][C:3](=[O:15])[C:4]1[CH:9]=[CH:8][C:7]([O:10][CH3:11])=[C:6]([O:12][CH3:13])[C:5]=1[OH:14].Br[CH2:17][C:18]([O:20][C:21]([CH3:24])([CH3:23])[CH3:22])=[O:19].C([O-])([O-])=O.[K+].[K+].O. Product: [CH3:1][O:2][C:3](=[O:15])[C:4]1[CH:9]=[CH:8][C:7]([O:10][CH3:11])=[C:6]([O:12][CH3:13])[C:5]=1[O:14][CH2:17][C:18]([O:20][C:21]([CH3:24])([CH3:23])[CH3:22])=[O:19]. The catalyst class is: 37.